Dataset: NCI-60 drug combinations with 297,098 pairs across 59 cell lines. Task: Regression. Given two drug SMILES strings and cell line genomic features, predict the synergy score measuring deviation from expected non-interaction effect. (1) Drug 1: C1CC(=O)NC(=O)C1N2CC3=C(C2=O)C=CC=C3N. Drug 2: CCC1(C2=C(COC1=O)C(=O)N3CC4=CC5=C(C=CC(=C5CN(C)C)O)N=C4C3=C2)O.Cl. Cell line: EKVX. Synergy scores: CSS=4.97, Synergy_ZIP=-2.02, Synergy_Bliss=-2.21, Synergy_Loewe=0.00235, Synergy_HSA=-1.06. (2) Drug 1: C1=NC2=C(N=C(N=C2N1C3C(C(C(O3)CO)O)O)F)N. Drug 2: CC1CCC2CC(C(=CC=CC=CC(CC(C(=O)C(C(C(=CC(C(=O)CC(OC(=O)C3CCCCN3C(=O)C(=O)C1(O2)O)C(C)CC4CCC(C(C4)OC)O)C)C)O)OC)C)C)C)OC. Synergy scores: CSS=77.6, Synergy_ZIP=3.65, Synergy_Bliss=5.66, Synergy_Loewe=7.09, Synergy_HSA=8.73. Cell line: MOLT-4. (3) Drug 1: COC1=CC(=CC(=C1O)OC)C2C3C(COC3=O)C(C4=CC5=C(C=C24)OCO5)OC6C(C(C7C(O6)COC(O7)C8=CC=CS8)O)O. Drug 2: C(CN)CNCCSP(=O)(O)O. Cell line: EKVX. Synergy scores: CSS=17.2, Synergy_ZIP=-4.62, Synergy_Bliss=0.361, Synergy_Loewe=-33.0, Synergy_HSA=-2.45.